From a dataset of Forward reaction prediction with 1.9M reactions from USPTO patents (1976-2016). Predict the product of the given reaction. (1) Given the reactants [C:1]([C:4]12[CH2:11][CH2:10][C:7]([NH:12][CH2:13][C:14]([N:16]3[CH2:20][C@@H:19]([F:21])[CH2:18][C@H:17]3[C:22]#[N:23])=[O:15])([CH2:8][CH2:9]1)[CH2:6][CH2:5]2)(O)=[O:2].[NH2:24][C:25]1[S:26][CH:27]=[C:28]([C:30]2[CH:35]=[CH:34][CH:33]=[CH:32][N:31]=2)[N:29]=1, predict the reaction product. The product is: [F:21][C@@H:19]1[CH2:20][N:16]([C:14](=[O:15])[CH2:13][NH:12][C:7]23[CH2:8][CH2:9][C:4]([C:1]([NH:24][C:25]4[S:26][CH:27]=[C:28]([C:30]5[CH:35]=[CH:34][CH:33]=[CH:32][N:31]=5)[N:29]=4)=[O:2])([CH2:11][CH2:10]2)[CH2:5][CH2:6]3)[C@H:17]([C:22]#[N:23])[CH2:18]1. (2) Given the reactants [Br:1][C:2]1[CH:3]=[C:4]([CH:7]=[CH:8][C:9]=1[O:10][CH3:11])[CH:5]=O.Br[C:13]1[CH:18]=[CH:17][C:16]([O:19][CH2:20][CH3:21])=[CH:15][CH:14]=1, predict the reaction product. The product is: [Br:1][C:2]1[C:9]([O:10][CH3:11])=[CH:8][CH:7]=[C:4]([CH2:5][C:13]2[CH:18]=[CH:17][C:16]([O:19][CH2:20][CH3:21])=[CH:15][CH:14]=2)[CH:3]=1. (3) The product is: [CH2:16]([O:15][C:13]([NH:1][CH2:2][CH2:3][CH2:4][CH2:5][CH2:6][C:7]([OH:9])=[O:8])=[O:14])[CH:17]=[CH2:18]. Given the reactants [NH2:1][CH2:2][CH2:3][CH2:4][CH2:5][CH2:6][C:7]([OH:9])=[O:8].[OH-].[Na+].Cl[C:13]([O:15][CH2:16][CH:17]=[CH2:18])=[O:14].C(O)(=O)CC(CC(O)=O)(C(O)=O)O, predict the reaction product.